This data is from Peptide-MHC class I binding affinity with 185,985 pairs from IEDB/IMGT. The task is: Regression. Given a peptide amino acid sequence and an MHC pseudo amino acid sequence, predict their binding affinity value. This is MHC class I binding data. (1) The peptide sequence is EFIFSALDEK. The MHC is HLA-A33:01 with pseudo-sequence HLA-A33:01. The binding affinity (normalized) is 0.316. (2) The peptide sequence is WIKNLETYTR. The MHC is HLA-A03:01 with pseudo-sequence HLA-A03:01. The binding affinity (normalized) is 0.0186. (3) The MHC is HLA-A02:06 with pseudo-sequence HLA-A02:06. The binding affinity (normalized) is 0.366. The peptide sequence is QIMECSRML. (4) The MHC is HLA-A80:01 with pseudo-sequence HLA-A80:01. The peptide sequence is RSGIDTNAY. The binding affinity (normalized) is 0.403. (5) The binding affinity (normalized) is 0. The peptide sequence is ILIYNGWYA. The MHC is HLA-A26:01 with pseudo-sequence HLA-A26:01. (6) The peptide sequence is VASDVCKKNL. The MHC is HLA-A02:01 with pseudo-sequence HLA-A02:01. The binding affinity (normalized) is 0.